Dataset: Catalyst prediction with 721,799 reactions and 888 catalyst types from USPTO. Task: Predict which catalyst facilitates the given reaction. (1) Reactant: [C:1]1([C:7]2[N:11]3[CH2:12][CH2:13][N:14]([C:16]([O:18][C:19]([CH3:22])([CH3:21])[CH3:20])=[O:17])[CH2:15][C:10]3=[C:9]([C:23]([O:25]C)=[O:24])[N:8]=2)[CH:6]=[CH:5][CH:4]=[CH:3][CH:2]=1.[Li+].[OH-].C(O)C. The catalyst class is: 1. Product: [C:19]([O:18][C:16]([N:14]1[CH2:13][CH2:12][N:11]2[C:7]([C:1]3[CH:6]=[CH:5][CH:4]=[CH:3][CH:2]=3)=[N:8][C:9]([C:23]([OH:25])=[O:24])=[C:10]2[CH2:15]1)=[O:17])([CH3:22])([CH3:20])[CH3:21]. (2) Reactant: [F:1][C:2]1[CH:7]=[C:6]([S:8]([CH3:11])(=[O:10])=[O:9])[C:5]([F:12])=[CH:4][C:3]=1[NH:13][C@H:14]1[CH2:19][CH2:18][CH2:17][N:16]([CH:20]2[CH2:25][CH2:24][N:23]([C:26]#[N:27])[CH2:22][CH2:21]2)[C:15]1=[O:28].[NH2:29][OH:30]. Product: [F:1][C:2]1[CH:7]=[C:6]([S:8]([CH3:11])(=[O:10])=[O:9])[C:5]([F:12])=[CH:4][C:3]=1[NH:13][C@H:14]1[CH2:19][CH2:18][CH2:17][N:16]([CH:20]2[CH2:25][CH2:24][N:23]([C:26](=[NH:27])[NH:29][OH:30])[CH2:22][CH2:21]2)[C:15]1=[O:28]. The catalyst class is: 14.